This data is from Reaction yield outcomes from USPTO patents with 853,638 reactions. The task is: Predict the reaction yield, written as a fraction of the theoretical maximum amount of product (1.0 means a 100% yield; for example, 0.34 means a 34% yield). (1) The reactants are [N+:1]([C:4]1[CH:5]=[C:6]([S:10](Cl)(=[O:12])=[O:11])[CH:7]=[CH:8][CH:9]=1)([O-:3])=[O:2].[CH3:14][N:15]1[CH2:20][CH2:19][NH:18][CH2:17][CH2:16]1.C(N(CC)CC)C. The catalyst is ClCCl. The product is [CH3:14][N:15]1[CH2:20][CH2:19][N:18]([S:10]([C:6]2[CH:7]=[CH:8][CH:9]=[C:4]([N+:1]([O-:3])=[O:2])[CH:5]=2)(=[O:12])=[O:11])[CH2:17][CH2:16]1. The yield is 0.790. (2) The reactants are [CH3:1][O:2][C:3]1[CH:4]=[C:5]2[C:10](=[CH:11][C:12]=1[O:13][CH3:14])[N:9]=[CH:8][CH:7]=[C:6]2[O:15][C:16]1[CH:22]=[CH:21][C:19]([NH2:20])=[CH:18][CH:17]=1.[C:23]1(C)C=CC=CC=1.C(N([CH2:35][CH3:36])CC)C.ClC(Cl)(O[C:41](=[O:47])[O:42][C:43](Cl)(Cl)Cl)Cl.COC1C=[C:53]([CH:56]=[C:57]([O:59][CH3:60])C=1)[CH2:54][OH:55]. The catalyst is C(Cl)Cl. The product is [CH3:1][O:2][C:3]1[CH:4]=[C:5]2[C:10](=[CH:11][C:12]=1[O:13][CH3:14])[N:9]=[CH:8][CH:7]=[C:6]2[O:15][C:16]1[CH:22]=[CH:21][C:19]([NH:20][C:41](=[O:47])[O:42][CH2:43][C:36]2[CH:35]=[C:57]([O:59][CH3:60])[CH:56]=[CH:53][C:54]=2[O:55][CH3:23])=[CH:18][CH:17]=1. The yield is 0.680. (3) The reactants are N1C=CC=CC=1S[C:8](=[O:13])[CH2:9][CH2:10][C:11]#[CH:12].[CH:14]1([Mg]Br)[CH2:18][CH2:17][CH2:16][CH2:15]1.Cl. The catalyst is C1COCC1. The product is [CH:14]1([C:8](=[O:13])[CH2:9][CH2:10][C:11]#[CH:12])[CH2:18][CH2:17][CH2:16][CH2:15]1. The yield is 0.990. (4) The reactants are [Cl:1][C:2]1[CH:3]=[C:4]([CH:9]([C:24]([F:27])([F:26])[F:25])/[CH:10]=[CH:11]/[C:12]2[CH:13]=[CH:14][C:15]([N:19]3[CH:23]=[N:22][CH:21]=[N:20]3)=[C:16]([CH:18]=2)[NH2:17])[CH:5]=[C:6]([Cl:8])[CH:7]=1.[CH3:28]I. The catalyst is C(Cl)Cl. The product is [Cl:1][C:2]1[CH:3]=[C:4]([CH:9]([C:24]([F:26])([F:25])[F:27])/[CH:10]=[CH:11]/[C:12]2[CH:13]=[CH:14][C:15]([N:19]3[CH:23]=[N:22][CH:21]=[N:20]3)=[C:16]([CH:18]=2)[NH:17][CH3:28])[CH:5]=[C:6]([Cl:8])[CH:7]=1. The yield is 0.700. (5) The reactants are [Br:1][C:2]1[CH:7]=[CH:6][C:5]([CH2:8][C:9]([OH:11])=O)=[C:4]([F:12])[CH:3]=1.[CH3:13][N:14]([CH3:29])[CH2:15][CH2:16][O:17][C:18]1[N:23]=[CH:22][C:21]([NH2:24])=[CH:20][C:19]=1[C:25]([F:28])([F:27])[F:26].CN(C(ON1N=NC2C=CC=NC1=2)=[N+](C)C)C.F[P-](F)(F)(F)(F)F.CCN(C(C)C)C(C)C. The catalyst is C(Cl)Cl. The product is [Br:1][C:2]1[CH:7]=[CH:6][C:5]([CH2:8][C:9]([NH:24][C:21]2[CH:22]=[N:23][C:18]([O:17][CH2:16][CH2:15][N:14]([CH3:29])[CH3:13])=[C:19]([C:25]([F:26])([F:27])[F:28])[CH:20]=2)=[O:11])=[C:4]([F:12])[CH:3]=1. The yield is 0.637. (6) The reactants are C(O[C:4]([O:12][CH2:13][CH3:14])=[CH:5][C:6](=[O:11])[C:7]([F:10])([F:9])[F:8])C.[F:15][C:16]1[CH:21]=[CH:20][C:19]([NH:22][NH2:23])=[CH:18][N:17]=1. The catalyst is C(O)C.O. The product is [CH2:13]([O:12][C:4]1[CH2:5][C:6]([C:7]([F:8])([F:9])[F:10])([OH:11])[N:22]([C:19]2[CH:18]=[N:17][C:16]([F:15])=[CH:21][CH:20]=2)[N:23]=1)[CH3:14]. The yield is 0.460. (7) No catalyst specified. The reactants are C[Al](C)C.[CH3:5][O:6][C:7]1[CH:8]=[C:9]([CH2:15][CH2:16][C:17]2[CH:18]=[C:19]([NH2:22])[NH:20][N:21]=2)[CH:10]=[C:11]([O:13][CH3:14])[CH:12]=1.Cl[C:24]1[N:25]=[CH:26][C:27]([C:30]([O:32]C)=O)=[N:28][CH:29]=1.[C:34]1([CH3:40])[CH:39]=[CH:38][CH:37]=[CH:36]C=1. The yield is 0.630. The product is [CH2:40]1[CH:34]2[CH2:39][CH2:38][CH2:37][CH2:36][N:28]2[CH2:29][CH2:24][N:25]1[C:24]1[N:25]=[CH:26][C:27]([C:30]([NH:22][C:19]2[NH:20][N:21]=[C:17]([CH2:16][CH2:15][C:9]3[CH:8]=[C:7]([O:6][CH3:5])[CH:12]=[C:11]([O:13][CH3:14])[CH:10]=3)[CH:18]=2)=[O:32])=[N:28][CH:29]=1. (8) The reactants are [CH:1]([C:4]1[C:5]([O:33]COC)=[CH:6][C:7]([O:29]COC)=[C:8]([C:10]2[N:11]([C:16]3[CH:21]=[CH:20][C:19]([CH2:22][N:23]4[CH2:28][CH2:27][O:26][CH2:25][CH2:24]4)=[CH:18][CH:17]=3)[C:12](=[S:15])[NH:13][N:14]=2)[CH:9]=1)([CH3:3])[CH3:2].Cl.[OH-].[Na+]. The catalyst is C(O)C. The product is [CH:1]([C:4]1[CH:9]=[C:8]([C:10]2[N:11]([C:16]3[CH:21]=[CH:20][C:19]([CH2:22][N:23]4[CH2:28][CH2:27][O:26][CH2:25][CH2:24]4)=[CH:18][CH:17]=3)[C:12]([SH:15])=[N:13][N:14]=2)[C:7]([OH:29])=[CH:6][C:5]=1[OH:33])([CH3:3])[CH3:2]. The yield is 0.547.